Dataset: Merck oncology drug combination screen with 23,052 pairs across 39 cell lines. Task: Regression. Given two drug SMILES strings and cell line genomic features, predict the synergy score measuring deviation from expected non-interaction effect. (1) Drug 1: COc1cccc2c1C(=O)c1c(O)c3c(c(O)c1C2=O)CC(O)(C(=O)CO)CC3OC1CC(N)C(O)C(C)O1. Drug 2: C=CCn1c(=O)c2cnc(Nc3ccc(N4CCN(C)CC4)cc3)nc2n1-c1cccc(C(C)(C)O)n1. Cell line: NCIH1650. Synergy scores: synergy=20.8. (2) Drug 1: C#Cc1cccc(Nc2ncnc3cc(OCCOC)c(OCCOC)cc23)c1. Drug 2: CC1(c2nc3c(C(N)=O)cccc3[nH]2)CCCN1. Cell line: T47D. Synergy scores: synergy=-14.2. (3) Drug 1: N.N.O=C(O)C1(C(=O)O)CCC1.[Pt]. Drug 2: CC1(c2nc3c(C(N)=O)cccc3[nH]2)CCCN1. Cell line: SW837. Synergy scores: synergy=-8.49. (4) Drug 1: CCC1=CC2CN(C1)Cc1c([nH]c3ccccc13)C(C(=O)OC)(c1cc3c(cc1OC)N(C)C1C(O)(C(=O)OC)C(OC(C)=O)C4(CC)C=CCN5CCC31C54)C2. Drug 2: COC1=C2CC(C)CC(OC)C(O)C(C)C=C(C)C(OC(N)=O)C(OC)C=CC=C(C)C(=O)NC(=CC1=O)C2=O. Cell line: SKOV3. Synergy scores: synergy=-17.4. (5) Drug 1: CN1C(=O)C=CC2(C)C3CCC4(C)C(NC(=O)OCC(F)(F)F)CCC4C3CCC12. Drug 2: CN(Cc1cnc2nc(N)nc(N)c2n1)c1ccc(C(=O)NC(CCC(=O)O)C(=O)O)cc1. Cell line: ZR751. Synergy scores: synergy=-27.5. (6) Drug 1: O=C(CCCCCCC(=O)Nc1ccccc1)NO. Drug 2: Cc1nc(Nc2ncc(C(=O)Nc3c(C)cccc3Cl)s2)cc(N2CCN(CCO)CC2)n1. Cell line: A2780. Synergy scores: synergy=21.5. (7) Drug 1: O=P1(N(CCCl)CCCl)NCCCO1. Drug 2: C=CCn1c(=O)c2cnc(Nc3ccc(N4CCN(C)CC4)cc3)nc2n1-c1cccc(C(C)(C)O)n1. Synergy scores: synergy=0.822. Cell line: CAOV3. (8) Drug 1: N.N.O=C(O)C1(C(=O)O)CCC1.[Pt]. Drug 2: CCc1cnn2c(NCc3ccc[n+]([O-])c3)cc(N3CCCCC3CCO)nc12. Cell line: HT144. Synergy scores: synergy=-3.09. (9) Drug 1: CN(C)C(=N)N=C(N)N. Drug 2: CCN(CC)CCNC(=O)c1c(C)[nH]c(C=C2C(=O)Nc3ccc(F)cc32)c1C. Cell line: CAOV3. Synergy scores: synergy=1.68.